From a dataset of TCR-epitope binding with 47,182 pairs between 192 epitopes and 23,139 TCRs. Binary Classification. Given a T-cell receptor sequence (or CDR3 region) and an epitope sequence, predict whether binding occurs between them. (1) The epitope is FTISVTTEIL. The TCR CDR3 sequence is CSASRPSPTYEQYF. Result: 1 (the TCR binds to the epitope). (2) The epitope is TLDSKTQSL. The TCR CDR3 sequence is CSAPSGTNTGELFF. Result: 0 (the TCR does not bind to the epitope). (3) The epitope is RTLNAWVKV. The TCR CDR3 sequence is CASSYLSTNEQFF. Result: 0 (the TCR does not bind to the epitope). (4) The epitope is LSDDAVVCFNSTY. The TCR CDR3 sequence is CASSSSGAGELFF. Result: 0 (the TCR does not bind to the epitope). (5) The epitope is VLQAVGACV. The TCR CDR3 sequence is CASSLDLGDRGGYGYTF. Result: 0 (the TCR does not bind to the epitope). (6) The epitope is YVFCTVNAL. The TCR CDR3 sequence is CASSQDDLRDRTYLPYGYTF. Result: 0 (the TCR does not bind to the epitope).